Dataset: Peptide-MHC class I binding affinity with 185,985 pairs from IEDB/IMGT. Task: Regression. Given a peptide amino acid sequence and an MHC pseudo amino acid sequence, predict their binding affinity value. This is MHC class I binding data. (1) The peptide sequence is TMPNESRVK. The MHC is HLA-A31:01 with pseudo-sequence HLA-A31:01. The binding affinity (normalized) is 0. (2) The peptide sequence is MSAIVSCRY. The MHC is HLA-A30:01 with pseudo-sequence HLA-A30:01. The binding affinity (normalized) is 0.331. (3) The peptide sequence is KKEYNETW. The MHC is Mamu-B52 with pseudo-sequence Mamu-B52. The binding affinity (normalized) is 0.309. (4) The peptide sequence is VLQQNNSFI. The MHC is HLA-A02:02 with pseudo-sequence HLA-A02:02. The binding affinity (normalized) is 0.574. (5) The peptide sequence is FWPQHFGLI. The MHC is HLA-A24:03 with pseudo-sequence HLA-A24:03. The binding affinity (normalized) is 1.00. (6) The peptide sequence is FVASFRLFAR. The MHC is HLA-A11:01 with pseudo-sequence HLA-A11:01. The binding affinity (normalized) is 0.638. (7) The peptide sequence is LPFPFLYKFLL. The MHC is HLA-B27:05 with pseudo-sequence HLA-B27:05. The binding affinity (normalized) is 0.0674.